Dataset: NCI-60 drug combinations with 297,098 pairs across 59 cell lines. Task: Regression. Given two drug SMILES strings and cell line genomic features, predict the synergy score measuring deviation from expected non-interaction effect. (1) Drug 1: C1=CC=C(C=C1)NC(=O)CCCCCCC(=O)NO. Drug 2: CS(=O)(=O)OCCCCOS(=O)(=O)C. Synergy scores: CSS=64.4, Synergy_ZIP=0.0488, Synergy_Bliss=0.173, Synergy_Loewe=-4.87, Synergy_HSA=2.72. Cell line: MOLT-4. (2) Drug 1: C1CN(CCN1C(=O)CCBr)C(=O)CCBr. Drug 2: COC1=C2C(=CC3=C1OC=C3)C=CC(=O)O2. Cell line: SW-620. Synergy scores: CSS=28.7, Synergy_ZIP=-4.94, Synergy_Bliss=0.207, Synergy_Loewe=-0.743, Synergy_HSA=-0.375.